Dataset: Full USPTO retrosynthesis dataset with 1.9M reactions from patents (1976-2016). Task: Predict the reactants needed to synthesize the given product. Given the product [O:1]1[CH2:7][CH:6]([C:8]2[C:16]3[S:15][C:14]([NH:17][C:18](=[O:26])[C:19]4[CH:24]=[CH:23][N:22]=[C:21]([N:29]5[CH2:33][CH2:32][CH2:31][CH2:30]5)[CH:20]=4)=[N:13][C:12]=3[C:11]([O:27][CH3:28])=[CH:10][CH:9]=2)[CH2:5][O:4][CH2:3][CH2:2]1, predict the reactants needed to synthesize it. The reactants are: [O:1]1[CH2:7][CH:6]([C:8]2[C:16]3[S:15][C:14]([NH:17][C:18](=[O:26])[C:19]4[CH:24]=[CH:23][N:22]=[CH:21][C:20]=4Br)=[N:13][C:12]=3[C:11]([O:27][CH3:28])=[CH:10][CH:9]=2)[CH2:5][O:4][CH2:3][CH2:2]1.[NH:29]1[CH2:33][CH2:32][CH2:31][CH2:30]1.COCCNC1C=C(C=CN=1)C(NC1SC2C(N3CCOCC3)=CC=C(OC)C=2N=1)=O.